From a dataset of Full USPTO retrosynthesis dataset with 1.9M reactions from patents (1976-2016). Predict the reactants needed to synthesize the given product. (1) The reactants are: CO[C:3](=[O:28])[C:4]1[CH:9]=[CH:8][C:7]([CH2:10][N:11]([C:16]2[CH:21]=[CH:20][C:19]([CH:22]3[CH2:27][CH2:26][CH2:25][CH2:24][CH2:23]3)=[CH:18][CH:17]=2)[C:12](=[O:15])[NH:13]Cl)=[CH:6][CH:5]=1.[C:29]1([C:37]2[CH:42]=[CH:41][CH:40]=[CH:39][CH:38]=2)[CH:34]=[CH:33][CH:32]=[CH:31][C:30]=1[CH2:35]N.COC(=O)C1C=CC=CC=1.Cl.C([O:56][C:57](=[O:62])[C@H:58]([OH:61])[CH2:59][NH2:60])C. Given the product [C:29]1([C:37]2[CH:42]=[CH:41][CH:40]=[CH:39][CH:38]=2)[CH:34]=[CH:33][CH:32]=[CH:31][C:30]=1[CH2:35][NH:13][C:12](=[O:15])[N:11]([CH2:10][C:7]1[CH:6]=[CH:5][C:4]([C:3]([NH:60][CH2:59][C@@H:58]([OH:61])[C:57]([OH:62])=[O:56])=[O:28])=[CH:9][CH:8]=1)[C:16]1[CH:21]=[CH:20][C:19]([CH:22]2[CH2:23][CH2:24][CH2:25][CH2:26][CH2:27]2)=[CH:18][CH:17]=1, predict the reactants needed to synthesize it. (2) Given the product [Cl:53][C:54]1[CH:62]=[CH:61][C:60]([O:63][CH3:64])=[CH:59][C:55]=1[C:56]([NH:1][C:2]1[CH:7]=[N:6][C:5]([NH:8][C:9]2[CH:14]=[N:13][C:12]([C:15]([N:17]3[CH2:18][CH2:19][N:20]([CH2:23][CH2:24][OH:25])[CH2:21][CH2:22]3)=[O:16])=[CH:11][CH:10]=2)=[N:4][CH:3]=1)=[O:57], predict the reactants needed to synthesize it. The reactants are: [NH2:1][C:2]1[CH:3]=[N:4][C:5]([NH:8][C:9]2[CH:10]=[CH:11][C:12]([C:15]([N:17]3[CH2:22][CH2:21][N:20]([CH2:23][CH2:24][OH:25])[CH2:19][CH2:18]3)=[O:16])=[N:13][CH:14]=2)=[N:6][CH:7]=1.[N+](C1C=NC(NC2C=CC(S(NCCN3CCCC3)(=O)=O)=CC=2)=NC=1)([O-])=O.[Cl:53][C:54]1[CH:62]=[CH:61][C:60]([O:63][CH3:64])=[CH:59][C:55]=1[C:56](O)=[O:57]. (3) Given the product [C:11]1([C@:4]2([C:7]([O:9][CH3:10])=[O:8])[CH2:5][CH2:6][C:2]([O:1][S:40]([C:43]([F:46])([F:45])[F:44])(=[O:42])=[O:41])=[CH:3]2)[CH:12]=[CH:13][CH:14]=[CH:15][CH:16]=1, predict the reactants needed to synthesize it. The reactants are: [O:1]=[C:2]1[CH2:6][CH2:5][C@:4]([C:11]2[CH:16]=[CH:15][CH:14]=[CH:13][CH:12]=2)([C:7]([O:9][CH3:10])=[O:8])[CH2:3]1.C1COCC1.C[Si]([N-][Si](C)(C)C)(C)C.[Na+].ClC1C=CC(N([S:40]([C:43]([F:46])([F:45])[F:44])(=[O:42])=[O:41])[S:40]([C:43]([F:46])([F:45])[F:44])(=[O:42])=[O:41])=NC=1. (4) Given the product [C:1]([O:5][C:6](=[O:19])[NH:7][C@H:8]([CH2:9][C:10]1[CH:15]=[CH:14][CH:13]=[CH:12][CH:11]=1)[C@@H:16]([OH:17])[CH2:18][N:20]1[CH2:25][CH2:24][O:23][CH2:22][CH2:21]1)([CH3:4])([CH3:3])[CH3:2], predict the reactants needed to synthesize it. The reactants are: [C:1]([O:5][C:6](=[O:19])[NH:7][C@@H:8]([C@@H:16]1[CH2:18][O:17]1)[CH2:9][C:10]1[CH:15]=[CH:14][CH:13]=[CH:12][CH:11]=1)([CH3:4])([CH3:3])[CH3:2].[NH:20]1[CH2:25][CH2:24][O:23][CH2:22][CH2:21]1. (5) The reactants are: FC(F)(F)S(O[C:7]1[CH:12]=[CH:11][N:10]([CH2:13][C:14]2[CH:19]=[CH:18][CH:17]=[C:16]([F:20])[CH:15]=2)[C:9](=[O:21])[C:8]=1[Br:22])(=O)=O.[F:25][C:26]1[CH:33]=[CH:32][C:29]([CH:30]=[CH2:31])=[CH:28][CH:27]=1.C(N(C(C)C)CC)(C)C. Given the product [Br:22][C:8]1[C:9](=[O:21])[N:10]([CH2:13][C:14]2[CH:19]=[CH:18][CH:17]=[C:16]([F:20])[CH:15]=2)[CH:11]=[CH:12][C:7]=1/[CH:31]=[CH:30]/[C:29]1[CH:32]=[CH:33][C:26]([F:25])=[CH:27][CH:28]=1, predict the reactants needed to synthesize it. (6) Given the product [CH2:33]([NH:35][C:3]1[NH:7][C:6]2[CH:8]=[C:9]([C:12]3[CH:13]=[CH:14][C:15]4[O:21][CH2:20][CH2:19][N:18]([C:22]5[C:31]6[C:26](=[CH:27][CH:28]=[CH:29][CH:30]=6)[N:25]=[CH:24][CH:23]=5)[CH2:17][C:16]=4[CH:32]=3)[CH:10]=[CH:11][C:5]=2[N:4]=1)[CH3:34], predict the reactants needed to synthesize it. The reactants are: CS[C:3]1[NH:7][C:6]2[CH:8]=[C:9]([C:12]3[CH:13]=[CH:14][C:15]4[O:21][CH2:20][CH2:19][N:18]([C:22]5[C:31]6[C:26](=[CH:27][CH:28]=[CH:29][CH:30]=6)[N:25]=[CH:24][CH:23]=5)[CH2:17][C:16]=4[CH:32]=3)[CH:10]=[CH:11][C:5]=2[N:4]=1.[CH2:33]([NH2:35])[CH3:34]. (7) Given the product [Cl:2][C:3]1[CH:8]=[C:7]([Cl:9])[CH:6]=[C:5]2[C:4]=1[C:16]([CH3:20])([CH3:17])[CH2:15][NH:10]2, predict the reactants needed to synthesize it. The reactants are: Cl.[Cl:2][C:3]1[CH:4]=[C:5]([NH:10]N)[CH:6]=[C:7]([Cl:9])[CH:8]=1.ClC1C=[C:20]2[C:16]([C:17](C)(C)CN2)=[CH:15]C=1. (8) Given the product [CH2:1]([C:8]1[CH:9]=[N:10][C:11]2[C:16]([C:17]=1[C:18]1[CH:23]=[CH:22][CH:21]=[C:20]([O:24][CH:36]([C:31]3[CH:32]=[CH:33][CH:34]=[CH:35][C:30]=3[Cl:29])[CH3:37])[CH:19]=1)=[CH:15][CH:14]=[CH:13][C:12]=2[C:25]([F:28])([F:26])[F:27])[C:2]1[CH:3]=[CH:4][CH:5]=[CH:6][CH:7]=1, predict the reactants needed to synthesize it. The reactants are: [CH2:1]([C:8]1[CH:9]=[N:10][C:11]2[C:16]([C:17]=1[C:18]1[CH:19]=[C:20]([OH:24])[CH:21]=[CH:22][CH:23]=1)=[CH:15][CH:14]=[CH:13][C:12]=2[C:25]([F:28])([F:27])[F:26])[C:2]1[CH:7]=[CH:6][CH:5]=[CH:4][CH:3]=1.[Cl:29][C:30]1[CH:35]=[CH:34][CH:33]=[CH:32][C:31]=1[CH:36](O)[CH3:37]. (9) Given the product [OH:33][CH2:32][C:14]1([C:17](=[O:31])[NH:18][C:19]2[C:28]3[C:23](=[CH:24][CH:25]=[C:26]([O:29][CH3:30])[N:27]=3)[N:22]=[CH:21][CH:20]=2)[CH2:15][CH2:16][NH:11][CH2:12][CH2:13]1, predict the reactants needed to synthesize it. The reactants are: C(OC([N:11]1[CH2:16][CH2:15][C:14]([CH2:32][OH:33])([C:17](=[O:31])[NH:18][C:19]2[C:28]3[C:23](=[CH:24][CH:25]=[C:26]([O:29][CH3:30])[N:27]=3)[N:22]=[CH:21][CH:20]=2)[CH2:13][CH2:12]1)=O)C1C=CC=CC=1. (10) Given the product [CH3:10][C:6]1[CH:5]=[C:4]([N+:11]([O-:13])=[O:12])[C:3]([O:2][CH3:1])=[CH:8][C:7]=1[N:34]1[CH2:39][CH2:38][CH:37]([N:40]2[CH2:41][CH2:42][N:43]([C:46]([O:48][CH2:49][C:50]3[CH:55]=[CH:54][CH:53]=[CH:52][CH:51]=3)=[O:47])[CH2:44][CH2:45]2)[CH2:36][CH2:35]1, predict the reactants needed to synthesize it. The reactants are: [CH3:1][O:2][C:3]1[CH:8]=[C:7](F)[C:6]([CH3:10])=[CH:5][C:4]=1[N+:11]([O-:13])=[O:12].C([O-])([O-])=O.[K+].[K+].FC(F)(F)C(O)=O.FC(F)(F)C(O)=O.[NH:34]1[CH2:39][CH2:38][CH:37]([N:40]2[CH2:45][CH2:44][N:43]([C:46]([O:48][CH2:49][C:50]3[CH:55]=[CH:54][CH:53]=[CH:52][CH:51]=3)=[O:47])[CH2:42][CH2:41]2)[CH2:36][CH2:35]1.O.